From a dataset of Full USPTO retrosynthesis dataset with 1.9M reactions from patents (1976-2016). Predict the reactants needed to synthesize the given product. (1) The reactants are: [CH3:1][O:2][C:3]1[C:12]([CH2:13][CH2:14][CH3:15])=[C:11]2[C:6]([CH:7]=[C:8]([C:17]([OH:19])=O)[C:9](=[O:16])[O:10]2)=[CH:5][CH:4]=1.C(N(C(C)C)CC)(C)C.CCCP(=O)=O.C(OCC)(=O)C.[NH2:41][C:42]1[CH:47]=[CH:46][C:45]([S:48]([NH2:51])(=[O:50])=[O:49])=[CH:44][C:43]=1[CH3:52]. Given the product [NH2:51][S:48]([C:45]1[CH:46]=[CH:47][C:42]([NH:41][C:17]([C:8]2[C:9](=[O:16])[O:10][C:11]3[C:6]([CH:7]=2)=[CH:5][CH:4]=[C:3]([O:2][CH3:1])[C:12]=3[CH2:13][CH2:14][CH3:15])=[O:19])=[C:43]([CH3:52])[CH:44]=1)(=[O:49])=[O:50], predict the reactants needed to synthesize it. (2) Given the product [F:32][C:28]1[N:27]=[C:26]([S:24]([NH:23][C:21](=[O:22])[C:8]2[CH:7]=[CH:6][CH:5]=[N:10][C:9]=2[O:11][C:12]2[C:17]([CH3:18])=[CH:16][C:15]([CH3:19])=[CH:14][C:13]=2[CH3:20])(=[NH:41])=[O:25])[CH:31]=[CH:30][CH:29]=1, predict the reactants needed to synthesize it. The reactants are: C([C:5]1[N:10]=[C:9]([O:11][C:12]2[C:17]([CH3:18])=[CH:16][C:15]([CH3:19])=[CH:14][C:13]=2[CH3:20])[C:8]([C:21]([NH:23][S:24]([C:26]2[CH:31]=[CH:30][CH:29]=[C:28]([F:32])[N:27]=2)=[O:25])=[O:22])=[CH:7][CH:6]=1)(C)(C)C.ClOC(C)(C)C.C[Si](C)(C)[NH:41][Si](C)(C)C. (3) Given the product [CH3:1][N:2]([CH2:6][C:7]1[N:16]=[C:15]([OH:17])[C:14]2[C:9](=[CH:10][C:11]([O:18][CH3:19])=[CH:12][CH:13]=2)[N:8]=1)[CH3:3], predict the reactants needed to synthesize it. The reactants are: [CH3:1][NH:2][CH3:3].Cl.Cl[CH2:6][C:7]1[N:16]=[C:15]([OH:17])[C:14]2[C:9](=[CH:10][C:11]([O:18][CH3:19])=[CH:12][CH:13]=2)[N:8]=1.